From a dataset of Full USPTO retrosynthesis dataset with 1.9M reactions from patents (1976-2016). Predict the reactants needed to synthesize the given product. (1) The reactants are: Cl[C:2]1[N:7]=[C:6]([N:8]2[CH2:13][CH2:12][O:11][CH2:10][CH2:9]2)[N:5]=[C:4]([N:14]2[CH2:20][C:16]3([CH2:19][O:18][CH2:17]3)[CH2:15]2)[CH:3]=1.[NH2:21][C:22]1[N:27]=[CH:26][C:25](B2OC(C)(C)C(C)(C)O2)=[CH:24][N:23]=1. Given the product [O:11]1[CH2:12][CH2:13][N:8]([C:6]2[N:7]=[C:2]([C:25]3[CH:24]=[N:23][C:22]([NH2:21])=[N:27][CH:26]=3)[CH:3]=[C:4]([N:14]3[CH2:20][C:16]4([CH2:19][O:18][CH2:17]4)[CH2:15]3)[N:5]=2)[CH2:9][CH2:10]1, predict the reactants needed to synthesize it. (2) Given the product [S:11]([N:21]1[C:25]2=[N:26][CH:27]=[C:28]([CH2:30][NH:31][C:45]([C@@H:41]3[CH2:42][CH2:43][CH2:44][N:39]([C:32]([O:34][C:35]([CH3:38])([CH3:37])[CH3:36])=[O:33])[CH2:40]3)=[O:46])[N:29]=[C:24]2[CH:23]=[CH:22]1)([C:14]1[CH:15]=[CH:16][C:17]([CH3:18])=[CH:19][CH:20]=1)(=[O:12])=[O:13], predict the reactants needed to synthesize it. The reactants are: CCN(C(C)C)C(C)C.Cl.[S:11]([N:21]1[C:25]2=[N:26][CH:27]=[C:28]([CH2:30][NH2:31])[N:29]=[C:24]2[CH:23]=[CH:22]1)([C:14]1[CH:20]=[CH:19][C:17]([CH3:18])=[CH:16][CH:15]=1)(=[O:13])=[O:12].[C:32]([N:39]1[CH2:44][CH2:43][CH2:42][C@@H:41]([C:45](O)=[O:46])[CH2:40]1)([O:34][C:35]([CH3:38])([CH3:37])[CH3:36])=[O:33].CN(C(ON1N=NC2C=CC=NC1=2)=[N+](C)C)C.F[P-](F)(F)(F)(F)F. (3) Given the product [O:39]1[C:28]2([CH2:23][CH2:13][CH:12]([N:8]3[C:9]4[C:4](=[CH:3][CH:2]=[CH:11][CH:10]=4)[CH2:5][CH2:6][CH2:7]3)[CH2:26][CH2:27]2)[O:36][CH2:33][CH2:34]1, predict the reactants needed to synthesize it. The reactants are: Br[C:2]1[CH:3]=[C:4]2[C:9](=[CH:10][CH:11]=1)[N:8]([C:12](=O)[CH2:13]Cl)[CH2:7][CH2:6][CH2:5]2.CN(C)CCN1[C:28]2[C:23](=CC([N+]([O-])=O)=[CH:26][CH:27]=2)CC1.[C:33]([OH:36])(=O)[CH3:34].C(O[BH-](OC(=O)C)OC(=O)C)(=[O:39])C.[Na+].[OH-].[Na+]. (4) Given the product [Cl:1][C:2]1[CH:7]=[CH:6][C:5]([NH:8][C:9]([CH2:11][C@@H:12]([C:18]2[C:22]([CH:23]3[CH2:24][CH2:25]3)=[C:21]([C:26]3[CH:30]=[C:29]([C:31]([F:37])([F:36])[C:32]([CH3:33])([CH3:34])[CH3:35])[O:28][N:27]=3)[O:20][N:19]=2)[CH2:13][CH2:14][C:15]([O-:17])=[O:16])=[O:10])=[C:4]([F:38])[CH:3]=1.[Na+:40], predict the reactants needed to synthesize it. The reactants are: [Cl:1][C:2]1[CH:7]=[CH:6][C:5]([NH:8][C:9]([CH2:11][C@@H:12]([C:18]2[C:22]([CH:23]3[CH2:25][CH2:24]3)=[C:21]([C:26]3[CH:30]=[C:29]([C:31]([F:37])([F:36])[C:32]([CH3:35])([CH3:34])[CH3:33])[O:28][N:27]=3)[O:20][N:19]=2)[CH2:13][CH2:14][C:15]([OH:17])=[O:16])=[O:10])=[C:4]([F:38])[CH:3]=1.[OH-].[Na+:40].